From a dataset of Forward reaction prediction with 1.9M reactions from USPTO patents (1976-2016). Predict the product of the given reaction. (1) The product is: [Cl:21][C:19]1[CH:18]=[C:17]([S:22]([NH:11][C:8]2[CH:9]=[N:10][C:5]([S:2]([CH3:1])(=[O:4])=[O:3])=[CH:6][C:7]=2[O:12][CH3:13])(=[O:23])=[O:24])[CH:16]=[C:15]([Cl:14])[CH:20]=1. Given the reactants [CH3:1][S:2]([C:5]1[N:10]=[CH:9][C:8]([NH2:11])=[C:7]([O:12][CH3:13])[CH:6]=1)(=[O:4])=[O:3].[Cl:14][C:15]1[CH:16]=[C:17]([S:22](Cl)(=[O:24])=[O:23])[CH:18]=[C:19]([Cl:21])[CH:20]=1, predict the reaction product. (2) Given the reactants C[NH:2]C(C1N(CC2N3C=C(C)C=CC3=NC=2C2C=CC(C)=CC=2)N=CN=1)=O.[F:28][C:29]1[CH:30]=[CH:31][C:32]2[N:33]([C:35]([CH2:45][N:46]3[C:50]([C:51]([O:53]C)=O)=[N:49][CH:48]=[N:47]3)=[C:36]([C:38]3[CH:43]=[CH:42][C:41]([F:44])=[CH:40][CH:39]=3)[N:37]=2)[CH:34]=1.N, predict the reaction product. The product is: [F:28][C:29]1[CH:30]=[CH:31][C:32]2[N:33]([C:35]([CH2:45][N:46]3[C:50]([C:51]([NH2:2])=[O:53])=[N:49][CH:48]=[N:47]3)=[C:36]([C:38]3[CH:39]=[CH:40][C:41]([F:44])=[CH:42][CH:43]=3)[N:37]=2)[CH:34]=1.